Dataset: Forward reaction prediction with 1.9M reactions from USPTO patents (1976-2016). Task: Predict the product of the given reaction. (1) Given the reactants [OH:1][CH:2]([CH2:11][CH2:12][CH2:13][CH2:14][CH3:15])[CH2:3][CH2:4][CH2:5][C:6]([O:8][CH2:9][CH3:10])=[O:7].[C:16](OC(=O)C)(=[O:18])C.C(O)=O.C(O)C.Cl, predict the reaction product. The product is: [CH:16]([O:1][CH:2]([CH2:11][CH2:12][CH2:13][CH2:14][CH3:15])[CH2:3][CH2:4][CH2:5][C:6]([O:8][CH2:9][CH3:10])=[O:7])=[O:18]. (2) The product is: [C:33]([O:32][C:30](=[O:31])[NH:37][CH2:38][C:39](=[O:40])[NH:2][CH2:3][C:4]1[CH:5]=[CH:6][C:7]([CH2:8][N:9]2[CH2:10][C:11](=[O:27])[N:12]([CH2:16][C:17]3[CH:22]=[CH:21][C:20]([O:23][CH3:24])=[CH:19][C:18]=3[O:25][CH3:26])[S:13]2(=[O:14])=[O:15])=[CH:28][CH:29]=1)([CH3:36])([CH3:34])[CH3:35]. Given the reactants Cl.[NH2:2][CH2:3][C:4]1[CH:29]=[CH:28][C:7]([CH2:8][N:9]2[S:13](=[O:15])(=[O:14])[N:12]([CH2:16][C:17]3[CH:22]=[CH:21][C:20]([O:23][CH3:24])=[CH:19][C:18]=3[O:25][CH3:26])[C:11](=[O:27])[CH2:10]2)=[CH:6][CH:5]=1.[C:30]([NH:37][CH2:38][C:39](O)=[O:40])([O:32][C:33]([CH3:36])([CH3:35])[CH3:34])=[O:31].CCN=C=NCCCN(C)C.Cl, predict the reaction product. (3) Given the reactants [ClH:1].Cl.C([N:10]1[CH2:15][CH2:14][N:13](CC2C=CC=CC=2)[CH2:12][CH:11]1[C:23]([O:25][CH2:26][CH3:27])=[O:24])C1C=CC=CC=1.[H][H], predict the reaction product. The product is: [ClH:1].[ClH:1].[NH:10]1[CH2:15][CH2:14][NH:13][CH2:12][CH:11]1[C:23]([O:25][CH2:26][CH3:27])=[O:24].